The task is: Predict the reactants needed to synthesize the given product.. This data is from Retrosynthesis with 50K atom-mapped reactions and 10 reaction types from USPTO. (1) Given the product COC(C)c1cccc([N+](=O)[O-])c1, predict the reactants needed to synthesize it. The reactants are: CC(Cl)c1cccc([N+](=O)[O-])c1.C[O-]. (2) Given the product CSCC[C@H](N)C(=O)NCc1c(O[C@H](Cn2ccnc2)c2ccccc2)ccc2c1CCCC2=O, predict the reactants needed to synthesize it. The reactants are: CSCC[C@H](NC(=O)OC(C)(C)C)C(=O)NCc1c(O[C@H](Cn2ccnc2)c2ccccc2)ccc2c1CCCC2=O. (3) Given the product COc1ccccc1CNC(=O)c1cnc2cc(NC(=O)c3ccccc3-c3ccc(C(F)(F)F)cc3)ccc2c1, predict the reactants needed to synthesize it. The reactants are: COc1ccccc1CN.O=C(O)c1cnc2cc(NC(=O)c3ccccc3-c3ccc(C(F)(F)F)cc3)ccc2c1. (4) Given the product CC[C@]12CCC3=C(CCc4cc(O)ccc43)[C@@H]1CC[C@@H]2O, predict the reactants needed to synthesize it. The reactants are: CC[C@]12CCC3=C(CCc4cc(O)ccc43)C1=CC[C@@H]2O. (5) Given the product Cc1ccc(S(=O)(=O)OCCC2CCOCC2)cc1, predict the reactants needed to synthesize it. The reactants are: Cc1ccc(S(=O)(=O)Cl)cc1.OCCC1CCOCC1. (6) Given the product CCOC(=O)CNC(=O)[C@@H](NC(=O)OCc1ccccc1)C(C)C, predict the reactants needed to synthesize it. The reactants are: CC(C)[C@H](NC(=O)OCc1ccccc1)C(=O)O.CCOC(=O)CN.